Dataset: Peptide-MHC class I binding affinity with 185,985 pairs from IEDB/IMGT. Task: Regression. Given a peptide amino acid sequence and an MHC pseudo amino acid sequence, predict their binding affinity value. This is MHC class I binding data. (1) The peptide sequence is HYMLKHLVW. The MHC is HLA-B45:06 with pseudo-sequence HLA-B45:06. The binding affinity (normalized) is 0.213. (2) The peptide sequence is AEILSGRVI. The binding affinity (normalized) is 0.0847. The MHC is HLA-B35:01 with pseudo-sequence HLA-B35:01. (3) The peptide sequence is LLHDIGKPV. The MHC is HLA-A02:11 with pseudo-sequence HLA-A02:11. The binding affinity (normalized) is 1.00. (4) The peptide sequence is YGSWFGLIY. The MHC is HLA-A69:01 with pseudo-sequence HLA-A69:01. The binding affinity (normalized) is 0.0847. (5) The MHC is HLA-A11:01 with pseudo-sequence HLA-A11:01. The peptide sequence is IVPEFAKQY. The binding affinity (normalized) is 0.133.